This data is from NCI-60 drug combinations with 297,098 pairs across 59 cell lines. The task is: Regression. Given two drug SMILES strings and cell line genomic features, predict the synergy score measuring deviation from expected non-interaction effect. (1) Drug 1: C1C(C(OC1N2C=C(C(=O)NC2=O)F)CO)O. Drug 2: C(=O)(N)NO. Cell line: HCT116. Synergy scores: CSS=26.7, Synergy_ZIP=-9.16, Synergy_Bliss=-11.9, Synergy_Loewe=-85.2, Synergy_HSA=-14.9. (2) Drug 1: C1CCC(CC1)NC(=O)N(CCCl)N=O. Synergy scores: CSS=12.9, Synergy_ZIP=2.06, Synergy_Bliss=-4.79, Synergy_Loewe=-3.58, Synergy_HSA=-3.22. Cell line: NCIH23. Drug 2: C1=CN(C=N1)CC(O)(P(=O)(O)O)P(=O)(O)O. (3) Drug 1: CC1=C(C(CCC1)(C)C)C=CC(=CC=CC(=CC(=O)O)C)C. Drug 2: CCCCC(=O)OCC(=O)C1(CC(C2=C(C1)C(=C3C(=C2O)C(=O)C4=C(C3=O)C=CC=C4OC)O)OC5CC(C(C(O5)C)O)NC(=O)C(F)(F)F)O. Cell line: SF-295. Synergy scores: CSS=63.2, Synergy_ZIP=-2.49, Synergy_Bliss=-4.47, Synergy_Loewe=-9.37, Synergy_HSA=-2.34. (4) Drug 1: COC1=C(C=C2C(=C1)N=CN=C2NC3=CC(=C(C=C3)F)Cl)OCCCN4CCOCC4. Drug 2: CCC1=CC2CC(C3=C(CN(C2)C1)C4=CC=CC=C4N3)(C5=C(C=C6C(=C5)C78CCN9C7C(C=CC9)(C(C(C8N6C)(C(=O)OC)O)OC(=O)C)CC)OC)C(=O)OC.C(C(C(=O)O)O)(C(=O)O)O. Cell line: MDA-MB-435. Synergy scores: CSS=60.9, Synergy_ZIP=-0.404, Synergy_Bliss=-1.74, Synergy_Loewe=-8.28, Synergy_HSA=0.609. (5) Drug 1: C1CC(C1)(C(=O)O)C(=O)O.[NH2-].[NH2-].[Pt+2]. Drug 2: CC12CCC3C(C1CCC2O)C(CC4=C3C=CC(=C4)O)CCCCCCCCCS(=O)CCCC(C(F)(F)F)(F)F. Cell line: SF-539. Synergy scores: CSS=5.42, Synergy_ZIP=0.702, Synergy_Bliss=7.07, Synergy_Loewe=-2.88, Synergy_HSA=-1.93. (6) Drug 1: COC1=C(C=C2C(=C1)N=CN=C2NC3=CC(=C(C=C3)F)Cl)OCCCN4CCOCC4. Drug 2: CN(C)N=NC1=C(NC=N1)C(=O)N. Cell line: M14. Synergy scores: CSS=7.92, Synergy_ZIP=-2.15, Synergy_Bliss=0.402, Synergy_Loewe=-10.7, Synergy_HSA=-3.40. (7) Drug 1: CCC1(CC2CC(C3=C(CCN(C2)C1)C4=CC=CC=C4N3)(C5=C(C=C6C(=C5)C78CCN9C7C(C=CC9)(C(C(C8N6C)(C(=O)OC)O)OC(=O)C)CC)OC)C(=O)OC)O.OS(=O)(=O)O. Drug 2: CC1=C(C=C(C=C1)C(=O)NC2=CC(=CC(=C2)C(F)(F)F)N3C=C(N=C3)C)NC4=NC=CC(=N4)C5=CN=CC=C5. Cell line: MALME-3M. Synergy scores: CSS=-3.25, Synergy_ZIP=1.51, Synergy_Bliss=1.83, Synergy_Loewe=-71.3, Synergy_HSA=-2.83.